Dataset: hERG Central: cardiac toxicity at 1µM, 10µM, and general inhibition. Task: Predict hERG channel inhibition at various concentrations. (1) The molecule is O=C(NCCCN1CCN(CCCNC(=O)c2cccc(Cl)c2)CC1)c1cccc(Cl)c1. Results: hERG_inhib (hERG inhibition (general)): blocker. (2) Results: hERG_inhib (hERG inhibition (general)): blocker. The compound is CCN(CC(=O)NCc1ccc(Cl)cc1)C(=O)CCc1ccccc1. (3) The molecule is CN1CCN(C(=O)c2ccc(Oc3ccc([N+](=O)[O-])cc3)cc2)CC1. Results: hERG_inhib (hERG inhibition (general)): blocker. (4) The molecule is FC(F)Oc1ccc(-n2cc(-c3ccc(Cl)cc3)[n+]3c2CCCCC3)cc1.[Br-]. Results: hERG_inhib (hERG inhibition (general)): blocker. (5) The compound is CCOC(=O)C1(CC2CC2)CCN(Cc2ccc(C(=O)OC)cc2)CC1. Results: hERG_inhib (hERG inhibition (general)): blocker. (6) The drug is O=C(CN1CCN(C(C(=O)Nc2ccc(Cl)cc2C(F)(F)F)c2ccccc2)CC1)NC1CC1. Results: hERG_inhib (hERG inhibition (general)): blocker. (7) The molecule is CCN1C(N(C)CCc2cccs2)=N[C@@H](c2ccccc2)C(C(=O)OC)=C1C. Results: hERG_inhib (hERG inhibition (general)): blocker.